The task is: Predict the reaction yield, written as a fraction of the theoretical maximum amount of product (1.0 means a 100% yield; for example, 0.34 means a 34% yield).. This data is from Reaction yield outcomes from USPTO patents with 853,638 reactions. (1) The reactants are [CH3:1][C:2]1[CH:7]=[CH:6][CH:5]=[C:4]([CH3:8])[C:3]=1[N:9]1[CH2:13][C:12]2([C:17]([O:19]C)=[O:18])[CH2:14][CH2:15][CH2:16][CH:11]2[C:10]1=[O:21].Cl. The catalyst is [Li+].[OH-].CO.O. The product is [CH3:1][C:2]1[CH:7]=[CH:6][CH:5]=[C:4]([CH3:8])[C:3]=1[N:9]1[CH2:13][C:12]2([C:17]([OH:19])=[O:18])[CH2:14][CH2:15][CH2:16][CH:11]2[C:10]1=[O:21]. The yield is 0.820. (2) The reactants are [OH:1][C@H:2]1[C@H:19](/[CH:20]=[CH:21]/[C@@H:22]([OH:28])[CH2:23][CH2:24][CH2:25][CH2:26][CH3:27])[C@H:5]2[CH2:6][C:7]3[C:12]([CH2:13][C@H:4]2[CH2:3]1)=[C:11]([O:14][CH2:15][C:16]([OH:18])=[O:17])[CH:10]=[CH:9][CH:8]=3.[OH-].[K+]. The catalyst is CO.[Pd]. The product is [CH3:27][CH2:26][CH2:25][CH2:24][CH2:23][C@H:22]([OH:28])[CH2:21][CH2:20][C@H:19]1[C@H:2]([OH:1])[CH2:3][C@H:4]2[C@@H:5]1[CH2:6][C:7]1[C:12]([CH2:13]2)=[C:11]([O:14][CH2:15][C:16]([OH:18])=[O:17])[CH:10]=[CH:9][CH:8]=1. The yield is 0.880. (3) The reactants are Br[C:2]1[CH:7]=[CH:6][C:5]([NH2:8])=[C:4]([F:9])[CH:3]=1.[Li]CCCC.[CH3:15][Si:16](Cl)([CH3:18])[CH3:17]. The catalyst is C1COCC1. The product is [F:9][C:4]1[CH:3]=[C:2]([Si:16]([CH3:18])([CH3:17])[CH3:15])[CH:7]=[CH:6][C:5]=1[NH2:8]. The yield is 0.810.